This data is from HIV replication inhibition screening data with 41,000+ compounds from the AIDS Antiviral Screen. The task is: Binary Classification. Given a drug SMILES string, predict its activity (active/inactive) in a high-throughput screening assay against a specified biological target. (1) The drug is COc1cc(-c2[o+]c3cc(O)cc(O)c3cc2O)cc(O)c1O. The result is 0 (inactive). (2) The drug is N#CC1=C(C#N)C(=C(C#N)C(C#N)C#N)NC1=N.[NaH]. The result is 0 (inactive). (3) The result is 0 (inactive). The drug is O=C1CC2(c3ccccc3)CCCCC2=NN1.